Dataset: Forward reaction prediction with 1.9M reactions from USPTO patents (1976-2016). Task: Predict the product of the given reaction. (1) Given the reactants [NH2:1][C:2]1[C:11]2[N:10]=[CH:9][CH:8]=[CH:7][C:6]=2[C:5]2[CH:12]=[CH:13][C:14]([CH:16]([OH:18])[CH3:17])=[CH:15][C:4]=2[N:3]=1, predict the reaction product. The product is: [NH2:1][C:2]1[C:11]2[N:10]=[CH:9][CH:8]=[CH:7][C:6]=2[C:5]2[CH:12]=[CH:13][C:14]([C:16](=[O:18])[CH3:17])=[CH:15][C:4]=2[N:3]=1. (2) Given the reactants [N:1]1[CH2:5][CH:4]=[C:3]([C:6]([O:8][CH2:9][CH3:10])=[O:7])[N:2]=1.CC(C)([O-])C.Br[CH2:17][C:18]1[CH:23]=[CH:22][C:21]([C:24]2[S:25][C:26]3[C:31]([N:32]=2)=[CH:30][CH:29]=[C:28]([C:33]2([C:36]4[CH:41]=[CH:40][CH:39]=[CH:38][CH:37]=4)[CH2:35][CH2:34]2)[N:27]=3)=[C:20]([F:42])[CH:19]=1, predict the reaction product. The product is: [F:42][C:20]1[CH:19]=[C:18]([CH:23]=[CH:22][C:21]=1[C:24]1[S:25][C:26]2[C:31]([N:32]=1)=[CH:30][CH:29]=[C:28]([C:33]1([C:36]3[CH:37]=[CH:38][CH:39]=[CH:40][CH:41]=3)[CH2:34][CH2:35]1)[N:27]=2)[CH2:17][N:1]1[CH:5]=[CH:4][C:3]([C:6]([O:8][CH2:9][CH3:10])=[O:7])=[N:2]1.[F:42][C:20]1[CH:19]=[C:18]([CH:23]=[CH:22][C:21]=1[C:24]1[S:25][C:26]2[C:31]([N:32]=1)=[CH:30][CH:29]=[C:28]([C:33]1([C:36]3[CH:37]=[CH:38][CH:39]=[CH:40][CH:41]=3)[CH2:34][CH2:35]1)[N:27]=2)[CH2:17][N:2]1[C:3]([C:6]([O:8][CH2:9][CH3:10])=[O:7])=[CH:4][CH:5]=[N:1]1.